From a dataset of Forward reaction prediction with 1.9M reactions from USPTO patents (1976-2016). Predict the product of the given reaction. Given the reactants [C:1]([O:5][C:6]([N:8]1[CH2:14][CH2:13][C:12]2[C:15](OS(C(F)(F)F)(=O)=O)=[CH:16][CH:17]=[CH:18][C:11]=2[CH2:10][CH2:9]1)=[O:7])([CH3:4])([CH3:3])[CH3:2].[CH3:27][C:28]([CH3:32])([CH3:31])[C:29]#[CH:30], predict the reaction product. The product is: [C:1]([O:5][C:6]([N:8]1[CH2:14][CH2:13][C:12]2[C:15]([C:30]#[C:29][C:28]([CH3:32])([CH3:31])[CH3:27])=[CH:16][CH:17]=[CH:18][C:11]=2[CH2:10][CH2:9]1)=[O:7])([CH3:4])([CH3:3])[CH3:2].